This data is from Reaction yield outcomes from USPTO patents with 853,638 reactions. The task is: Predict the reaction yield, written as a fraction of the theoretical maximum amount of product (1.0 means a 100% yield; for example, 0.34 means a 34% yield). (1) The reactants are [CH2:1]([N:8]1[CH2:13][CH2:12][C:11]([OH:22])([C:14]2[C:19]([CH2:20]O)=[CH:18][CH:17]=[CH:16][N:15]=2)[CH2:10][CH2:9]1)[C:2]1[CH:7]=[CH:6][CH:5]=[CH:4][CH:3]=1.C(N(CC)CC)C.CS(Cl)(=O)=O. The catalyst is O1CCCC1. The product is [CH2:1]([N:8]1[CH2:9][CH2:10][C:11]2([C:14]3=[N:15][CH:16]=[CH:17][CH:18]=[C:19]3[CH2:20][O:22]2)[CH2:12][CH2:13]1)[C:2]1[CH:7]=[CH:6][CH:5]=[CH:4][CH:3]=1. The yield is 0.620. (2) The reactants are S(Cl)([Cl:4])(=O)=O.[CH3:6][NH:7][C:8]([N:10]1[C:14]([CH3:15])=[CH:13][C:12]([O:16][C:17]2[CH:22]=[CH:21][C:20]([N+:23]([O-:25])=[O:24])=[CH:19][C:18]=2[C:26]([F:29])([F:28])[F:27])=[N:11]1)=[O:9]. The catalyst is C(O)(=O)C. The product is [CH3:6][NH:7][C:8]([N:10]1[C:14]([CH3:15])=[C:13]([Cl:4])[C:12]([O:16][C:17]2[CH:22]=[CH:21][C:20]([N+:23]([O-:25])=[O:24])=[CH:19][C:18]=2[C:26]([F:29])([F:28])[F:27])=[N:11]1)=[O:9]. The yield is 0.712. (3) The reactants are COC1C=C2C([C@H]3[C@@](O)(C2)COC2C=C(O)C=CC3=2)=CC=1OC.N#N.[CH3:26][O:27][C:28]([C:30]1[CH:34]=[C:33](Br)[O:32][C:31]=1[CH3:36])=[O:29].CC1(C)C(C)(C)OB([C:45]2[CH:50]=[CH:49][C:48]([NH2:51])=[CH:47][CH:46]=2)O1.C(=O)(O)[O-].[Na+]. The catalyst is COCCOC.C1C=CC([P]([Pd]([P](C2C=CC=CC=2)(C2C=CC=CC=2)C2C=CC=CC=2)([P](C2C=CC=CC=2)(C2C=CC=CC=2)C2C=CC=CC=2)[P](C2C=CC=CC=2)(C2C=CC=CC=2)C2C=CC=CC=2)(C2C=CC=CC=2)C2C=CC=CC=2)=CC=1. The product is [CH3:26][O:27][C:28]([C:30]1[CH:34]=[C:33]([C:45]2[CH:50]=[CH:49][C:48]([NH2:51])=[CH:47][CH:46]=2)[O:32][C:31]=1[CH3:36])=[O:29]. The yield is 0.460. (4) The reactants are [CH:1]1([C:4]2[N:9]=[C:8]([NH2:10])[CH:7]=[CH:6][N:5]=2)[CH2:3][CH2:2]1.Br[C:12]1[C:13](=[O:20])[N:14]([CH3:19])[CH:15]=[C:16]([Br:18])[CH:17]=1.C(=O)([O-])[O-].[Cs+].[Cs+].CC1(C)C2C(=C(P(C3C=CC=CC=3)C3C=CC=CC=3)C=CC=2)OC2C(P(C3C=CC=CC=3)C3C=CC=CC=3)=CC=CC1=2. The catalyst is C1C=CC(/C=C/C(/C=C/C2C=CC=CC=2)=O)=CC=1.C1C=CC(/C=C/C(/C=C/C2C=CC=CC=2)=O)=CC=1.C1C=CC(/C=C/C(/C=C/C2C=CC=CC=2)=O)=CC=1.[Pd].[Pd]. The product is [Br:18][C:16]1[CH:17]=[C:12]([NH:10][C:8]2[CH:7]=[CH:6][N:5]=[C:4]([CH:1]3[CH2:3][CH2:2]3)[N:9]=2)[C:13](=[O:20])[N:14]([CH3:19])[CH:15]=1. The yield is 0.590. (5) The reactants are [C:1]([O:5][C:6]([N:8]1[CH2:13][CH2:12][C:11]([CH3:17])([C:14](O)=[O:15])[CH2:10][CH2:9]1)=[O:7])([CH3:4])([CH3:3])[CH3:2].CC[N:20](C(C)C)C(C)C.CN(C(ON1N=NC2C=CC=NC1=2)=[N+](C)C)C.F[P-](F)(F)(F)(F)F.[NH4+].[Cl-]. The catalyst is CN(C=O)C. The product is [C:14]([C:11]1([CH3:17])[CH2:12][CH2:13][N:8]([C:6]([O:5][C:1]([CH3:4])([CH3:3])[CH3:2])=[O:7])[CH2:9][CH2:10]1)(=[O:15])[NH2:20]. The yield is 0.780.